Dataset: NCI-60 drug combinations with 297,098 pairs across 59 cell lines. Task: Regression. Given two drug SMILES strings and cell line genomic features, predict the synergy score measuring deviation from expected non-interaction effect. Drug 1: CN(CCCl)CCCl.Cl. Drug 2: C1CN(P(=O)(OC1)NCCCl)CCCl. Cell line: NCI-H226. Synergy scores: CSS=-1.79, Synergy_ZIP=0.808, Synergy_Bliss=-0.0938, Synergy_Loewe=-3.18, Synergy_HSA=-2.42.